Dataset: Reaction yield outcomes from USPTO patents with 853,638 reactions. Task: Predict the reaction yield, written as a fraction of the theoretical maximum amount of product (1.0 means a 100% yield; for example, 0.34 means a 34% yield). The reactants are Br[CH2:2][CH2:3][CH3:4].[CH2:5]([O:7][C:8]([C:10]1[S:27][C:13]2[N:14]=[C:15]([NH2:26])[N:16]=[C:17]([C:18]3[CH:23]=[CH:22][C:21]([OH:24])=[CH:20][C:19]=3[CH3:25])[C:12]=2[CH:11]=1)=[O:9])[CH3:6].C(=O)([O-])[O-].[K+].[K+]. The catalyst is CN(C=O)C. The product is [CH2:5]([O:7][C:8]([C:10]1[S:27][C:13]2[N:14]=[C:15]([NH2:26])[N:16]=[C:17]([C:18]3[CH:23]=[CH:22][C:21]([O:24][CH2:2][CH2:3][CH3:4])=[CH:20][C:19]=3[CH3:25])[C:12]=2[CH:11]=1)=[O:9])[CH3:6]. The yield is 0.800.